From a dataset of Reaction yield outcomes from USPTO patents with 853,638 reactions. Predict the reaction yield, written as a fraction of the theoretical maximum amount of product (1.0 means a 100% yield; for example, 0.34 means a 34% yield). (1) The reactants are Br[C:2]1[N:6]([CH2:7][C:8]2[CH:13]=[CH:12][C:11]([O:14][CH3:15])=[CH:10][CH:9]=2)[N:5]=[C:4]([CH2:16][O:17][CH3:18])[N:3]=1.[Cl:19][C:20]1[CH:21]=[C:22]([CH:24]=[C:25]([Cl:27])[CH:26]=1)[NH2:23].CC([O-])(C)C.[Na+]. The catalyst is CN(C=O)C. The product is [Cl:19][C:20]1[CH:21]=[C:22]([NH:23][C:2]2[N:6]([CH2:7][C:8]3[CH:13]=[CH:12][C:11]([O:14][CH3:15])=[CH:10][CH:9]=3)[N:5]=[C:4]([CH2:16][O:17][CH3:18])[N:3]=2)[CH:24]=[C:25]([Cl:27])[CH:26]=1. The yield is 0.0950. (2) The catalyst is CN(C)C=O. The yield is 0.0900. The reactants are Br[CH2:2][C:3]([C:5]1[CH:10]=[CH:9][C:8]([Cl:11])=[CH:7][CH:6]=1)=O.[Cl:12][C:13]1[CH:14]=[CH:15][C:16]([NH2:19])=[N:17][CH:18]=1.O. The product is [Cl:12][C:13]1[CH:14]=[CH:15][C:16]2[N:17]([CH:2]=[C:3]([C:5]3[CH:10]=[CH:9][C:8]([Cl:11])=[CH:7][CH:6]=3)[N:19]=2)[CH:18]=1.